Dataset: Forward reaction prediction with 1.9M reactions from USPTO patents (1976-2016). Task: Predict the product of the given reaction. (1) Given the reactants [F:1][C:2]([F:19])([CH3:18])[CH2:3][N:4]1[CH2:10][CH2:9][C:8]2[CH:11]=[C:12]([NH2:17])[C:13]([O:15][CH3:16])=[CH:14][C:7]=2[CH2:6][CH2:5]1.Cl[C:21]1[N:26]=[C:25]([NH:27][C:28]2[CH:37]=[CH:36][CH:35]=[CH:34][C:29]=2[C:30]([NH:32][CH3:33])=[O:31])[C:24]([Cl:38])=[CH:23][N:22]=1, predict the reaction product. The product is: [Cl:38][C:24]1[C:25]([NH:27][C:28]2[CH:37]=[CH:36][CH:35]=[CH:34][C:29]=2[C:30]([NH:32][CH3:33])=[O:31])=[N:26][C:21]([NH:17][C:12]2[C:13]([O:15][CH3:16])=[CH:14][C:7]3[CH2:6][CH2:5][N:4]([CH2:3][C:2]([F:1])([F:19])[CH3:18])[CH2:10][CH2:9][C:8]=3[CH:11]=2)=[N:22][CH:23]=1. (2) Given the reactants [CH3:1][S:2]([C:5]1[CH:10]=[CH:9][C:8]([CH:11]([C:16]2[NH:27][C:19]3=[N:20][CH:21]=[C:22]([C:24](O)=[O:25])[CH:23]=[C:18]3[CH:17]=2)[CH2:12][CH:13]([CH3:15])[CH3:14])=[CH:7][CH:6]=1)(=[O:4])=[O:3].Cl.CN.[CH3:31][N:32]1CCOCC1.O.ON1C2C=CC=CC=2N=N1.Cl.CN(C)CCCN=C=NCC, predict the reaction product. The product is: [CH3:31][NH:32][C:24]([C:22]1[CH:23]=[C:18]2[CH:17]=[C:16]([CH:11]([C:8]3[CH:7]=[CH:6][C:5]([S:2]([CH3:1])(=[O:4])=[O:3])=[CH:10][CH:9]=3)[CH2:12][CH:13]([CH3:15])[CH3:14])[NH:27][C:19]2=[N:20][CH:21]=1)=[O:25].